This data is from Catalyst prediction with 721,799 reactions and 888 catalyst types from USPTO. The task is: Predict which catalyst facilitates the given reaction. (1) Reactant: [H-].[Na+].[C:3]([CH2:5]P(=O)(OCC)OCC)#[N:4].[CH2:14]([N:18]([CH2:40][CH2:41][CH2:42][CH3:43])[C:19]1[CH:24]=[CH:23][C:22]([CH:25]=[CH:26][C:27]2[CH2:32][C:31]([CH3:34])([CH3:33])[CH2:30][C:29](=O)[C:28]=2[O:36][CH3:37])=[C:21]([O:38][CH3:39])[CH:20]=1)[CH2:15][CH2:16][CH3:17].O. The catalyst class is: 54. Product: [CH2:14]([N:18]([CH2:40][CH2:41][CH2:42][CH3:43])[C:19]1[CH:24]=[CH:23][C:22]([CH:25]=[CH:26][C:27]2[CH2:32][C:31]([CH3:34])([CH3:33])[CH2:30][C:29](=[CH:5][C:3]#[N:4])[C:28]=2[O:36][CH3:37])=[C:21]([O:38][CH3:39])[CH:20]=1)[CH2:15][CH2:16][CH3:17]. (2) Reactant: [O:1]1[CH:5]=[CH:4][CH:3]=[C:2]1[C:6]1[O:7][C:8]([CH3:36])=[C:9]([CH2:11][O:12][C:13]2[CH:33]=[CH:32][C:16]([CH2:17][O:18][C:19]3[C:23]([CH:24]=[O:25])=[CH:22][N:21]([C:26]4[CH:31]=[CH:30][CH:29]=[CH:28][CH:27]=4)[N:20]=3)=[CH:15][C:14]=2[O:34][CH3:35])[N:10]=1.C1(C)C=CC(S([CH2:46][N+:47]#[C-:48])(=O)=O)=CC=1.C(=O)([O-])[O-].[K+].[K+].CO. Product: [O:1]1[CH:5]=[CH:4][CH:3]=[C:2]1[C:6]1[O:7][C:8]([CH3:36])=[C:9]([CH2:11][O:12][C:13]2[CH:33]=[CH:32][C:16]([CH2:17][O:18][C:19]3[C:23]([C:24]4[O:25][CH:48]=[N:47][CH:46]=4)=[CH:22][N:21]([C:26]4[CH:27]=[CH:28][CH:29]=[CH:30][CH:31]=4)[N:20]=3)=[CH:15][C:14]=2[O:34][CH3:35])[N:10]=1. The catalyst class is: 6. (3) Reactant: Cl.[NH:2]1[C:6]2=[N:7][CH:8]=[CH:9][CH:10]=[C:5]2[C:4]([CH:11]=[C:12]2[O:16][C:15]([N:17]([CH2:19][CH2:20][O:21]COCCOC)[CH3:18])=[C:14]([C:28]([O:30][CH2:31][CH3:32])=[O:29])[C:13]2=[O:33])=[CH:3]1. Product: [NH:2]1[C:6]2=[N:7][CH:8]=[CH:9][CH:10]=[C:5]2[C:4]([CH:11]=[C:12]2[O:16][C:15]([N:17]([CH2:19][CH2:20][OH:21])[CH3:18])=[C:14]([C:28]([O:30][CH2:31][CH3:32])=[O:29])[C:13]2=[O:33])=[CH:3]1. The catalyst class is: 12. (4) Reactant: Cl[C:2]1[N:7]=[C:6]([O:8][CH2:9][CH3:10])[CH:5]=[CH:4][N:3]=1.[NH:11]1[CH2:15][CH2:14][CH2:13][CH2:12]1.CCN(CC)CC. Product: [CH2:9]([O:8][C:6]1[CH:5]=[CH:4][N:3]=[C:2]([N:11]2[CH2:15][CH2:14][CH2:13][CH2:12]2)[N:7]=1)[CH3:10]. The catalyst class is: 1.